From a dataset of Forward reaction prediction with 1.9M reactions from USPTO patents (1976-2016). Predict the product of the given reaction. The product is: [Br:1][C:2]1[S:6][C:5]2[C:7](=[O:8])[N:9]([C:10]3[CH:15]=[CH:14][C:13]([O:16][CH2:17][CH2:18][N:19]4[CH2:23][CH2:22][CH2:21][CH2:20]4)=[C:12]([O:24][CH3:25])[CH:11]=3)[CH:35]=[N:26][C:4]=2[CH:3]=1. Given the reactants [Br:1][C:2]1[S:6][C:5]([C:7]([NH:9][C:10]2[CH:15]=[CH:14][C:13]([O:16][CH2:17][CH2:18][N:19]3[CH2:23][CH2:22][CH2:21][CH2:20]3)=[C:12]([O:24][CH3:25])[CH:11]=2)=[O:8])=[C:4]([N+:26]([O-])=O)[CH:3]=1.O.[Sn](Cl)(Cl)(Cl)Cl.[CH2:35](O)C, predict the reaction product.